Dataset: Full USPTO retrosynthesis dataset with 1.9M reactions from patents (1976-2016). Task: Predict the reactants needed to synthesize the given product. The reactants are: [CH2:1]([O:8][C:9]1[CH:10]=[CH:11][CH:12]=[C:13]2[C:18]=1[N:17]=[C:16](Cl)[CH:15]=[CH:14]2)[C:2]1[CH:7]=[CH:6][CH:5]=[CH:4][CH:3]=1.[CH3:20][O-:21].[Na+]. Given the product [CH2:1]([O:8][C:9]1[CH:10]=[CH:11][CH:12]=[C:13]2[C:18]=1[N:17]=[C:16]([O:21][CH3:20])[CH:15]=[CH:14]2)[C:2]1[CH:7]=[CH:6][CH:5]=[CH:4][CH:3]=1, predict the reactants needed to synthesize it.